From a dataset of Forward reaction prediction with 1.9M reactions from USPTO patents (1976-2016). Predict the product of the given reaction. Given the reactants [Cl:1][C:2]1[N:3]=[CH:4][N:5]([C:16]2[CH:21]=[CH:20][C:19]([S:22]([NH:25][P:26](=[O:29])([OH:28])[OH:27])(=[O:24])=[O:23])=[CH:18][CH:17]=2)[C:6]=1[C:7]1[CH:12]=[CH:11][C:10]([O:13][CH3:14])=[C:9]([F:15])[CH:8]=1.[OH-].[Na+:31], predict the reaction product. The product is: [Cl:1][C:2]1[N:3]=[CH:4][N:5]([C:16]2[CH:17]=[CH:18][C:19]([S:22]([NH:25][P:26](=[O:27])([O-:28])[O-:29])(=[O:23])=[O:24])=[CH:20][CH:21]=2)[C:6]=1[C:7]1[CH:12]=[CH:11][C:10]([O:13][CH3:14])=[C:9]([F:15])[CH:8]=1.[Na+:31].[Na+:31].[Na+:31].